Dataset: Reaction yield outcomes from USPTO patents with 853,638 reactions. Task: Predict the reaction yield, written as a fraction of the theoretical maximum amount of product (1.0 means a 100% yield; for example, 0.34 means a 34% yield). (1) The reactants are Br[C:2]1[S:6][C:5]([C:7]([O:9][CH2:10][CH3:11])=[O:8])=[CH:4][CH:3]=1.[Cl:12][C:13]1[CH:18]=[CH:17][C:16](B(O)O)=[CH:15][CH:14]=1. The catalyst is CN(C=O)C.C([O-])(O)=O.[Na+].C1C=CC([P]([Pd]([P](C2C=CC=CC=2)(C2C=CC=CC=2)C2C=CC=CC=2)([P](C2C=CC=CC=2)(C2C=CC=CC=2)C2C=CC=CC=2)[P](C2C=CC=CC=2)(C2C=CC=CC=2)C2C=CC=CC=2)(C2C=CC=CC=2)C2C=CC=CC=2)=CC=1. The product is [Cl:12][C:13]1[CH:18]=[CH:17][C:16]([C:2]2[S:6][C:5]([C:7]([O:9][CH2:10][CH3:11])=[O:8])=[CH:4][CH:3]=2)=[CH:15][CH:14]=1. The yield is 0.930. (2) The reactants are O.Br[C:3]1[CH:8]=[CH:7][C:6]([CH2:9][CH2:10][C:11]([CH3:26])([S:22]([CH3:25])(=[O:24])=[O:23])[C:12]([NH:14][O:15][CH:16]2[CH2:21][CH2:20][CH2:19][CH2:18][O:17]2)=[O:13])=[CH:5][CH:4]=1.[N+:27]([C:30]1[CH:35]=[CH:34][C:33](B(O)O)=[CH:32][CH:31]=1)([O-:29])=[O:28].[F-].[Cs+]. The catalyst is O1CCOCC1.C1C=CC([P]([Pd]([P](C2C=CC=CC=2)(C2C=CC=CC=2)C2C=CC=CC=2)([P](C2C=CC=CC=2)(C2C=CC=CC=2)C2C=CC=CC=2)[P](C2C=CC=CC=2)(C2C=CC=CC=2)C2C=CC=CC=2)(C2C=CC=CC=2)C2C=CC=CC=2)=CC=1. The product is [CH3:26][C:11]([S:22]([CH3:25])(=[O:24])=[O:23])([CH2:10][CH2:9][C:6]1[CH:7]=[CH:8][C:3]([C:33]2[CH:34]=[CH:35][C:30]([N+:27]([O-:29])=[O:28])=[CH:31][CH:32]=2)=[CH:4][CH:5]=1)[C:12]([NH:14][O:15][CH:16]1[CH2:21][CH2:20][CH2:19][CH2:18][O:17]1)=[O:13]. The yield is 0.500. (3) The reactants are C([O:3][C:4]([C:6]1[O:7][C:8]([CH2:11][O:12][C:13]2[CH:18]=[CH:17][C:16]([C:19]3[CH:24]=[CH:23][C:22]([CH3:25])=[CH:21][CH:20]=3)=[CH:15][CH:14]=2)=[CH:9][CH:10]=1)=[O:5])C.O.[OH-].[Li+]. The catalyst is O1CCCC1.CO.O. The product is [CH3:25][C:22]1[CH:23]=[CH:24][C:19]([C:16]2[CH:17]=[CH:18][C:13]([O:12][CH2:11][C:8]3[O:7][C:6]([C:4]([OH:5])=[O:3])=[CH:10][CH:9]=3)=[CH:14][CH:15]=2)=[CH:20][CH:21]=1. The yield is 0.880. (4) The reactants are [CH2:1]([N:8]=[N+:9]=[N-:10])[C:2]1[CH:7]=[CH:6][CH:5]=[CH:4][CH:3]=1.C1C=CC(C2C=CC(NC3C=CC=CC=3)=CC=2)=CC=1.[O:30]=[C:31]1[O:37][C@H:36]([C@H:38](CO)O)[C:34]([O-])=[C:32]1O.[Na+]. The catalyst is C(O)(C)(C)C.O.O.O.O.O.O.S([O-])([O-])(=O)=O.[Cu+2]. The product is [CH2:1]([N:8]1[CH:34]=[C:32]([C:31]([O:37][CH2:36][CH3:38])=[O:30])[N:10]=[N:9]1)[C:2]1[CH:7]=[CH:6][CH:5]=[CH:4][CH:3]=1. The yield is 0.240. (5) The yield is 0.940. The catalyst is C(Cl)Cl. The reactants are [CH3:1][O:2][C:3](=[O:32])[CH:4]([N:17](C(OC(C)(C)C)=O)C(OC(C)(C)C)=O)[CH2:5][N:6]1[CH2:11][C:10]([CH3:13])([CH3:12])[C:9]2[NH:14][N:15]=[CH:16][C:8]=2[CH2:7]1.FC(F)(F)C(O)=O. The product is [CH3:1][O:2][C:3](=[O:32])[CH:4]([NH2:17])[CH2:5][N:6]1[CH2:11][C:10]([CH3:13])([CH3:12])[C:9]2[NH:14][N:15]=[CH:16][C:8]=2[CH2:7]1. (6) The reactants are [N+:1]([C:4]1[CH:9]=[CH:8][C:7]([NH:10][CH2:11][CH2:12][N:13]2[CH2:17][CH2:16][CH2:15][CH2:14]2)=[CH:6][CH:5]=1)([O-])=O.O.NN. The catalyst is [Ni].CCO. The product is [N:13]1([CH2:12][CH2:11][NH:10][C:7]2[CH:6]=[CH:5][C:4]([NH2:1])=[CH:9][CH:8]=2)[CH2:17][CH2:16][CH2:15][CH2:14]1. The yield is 0.710. (7) The reactants are [CH2:1]([CH:3]([C:6]1[C:14]2[NH:13][C:12](=[O:15])[N:11]([C:16]([O:18][C:19]([CH3:22])([CH3:21])[CH3:20])=[O:17])[C:10]=2[CH:9]=[CH:8][CH:7]=1)[CH2:4][CH3:5])[CH3:2].Br[CH2:24][C:25]([O:27][CH2:28][CH3:29])=[O:26].C(=O)([O-])[O-].[K+].[K+]. The catalyst is CN(C)C=O.O. The product is [CH2:28]([O:27][C:25](=[O:26])[CH2:24][N:13]1[C:14]2[C:6]([CH:3]([CH2:4][CH3:5])[CH2:1][CH3:2])=[CH:7][CH:8]=[CH:9][C:10]=2[N:11]([C:16]([O:18][C:19]([CH3:20])([CH3:22])[CH3:21])=[O:17])[C:12]1=[O:15])[CH3:29]. The yield is 0.980. (8) The yield is 0.780. The reactants are Br[C:2]1[CH:11]=[CH:10][C:5]([C:6]([O:8][CH3:9])=[O:7])=[C:4]([O:12][CH3:13])[CH:3]=1.[Cl:14][C:15]1[CH:20]=[CH:19][C:18](B(O)O)=[CH:17][CH:16]=1.[O-]P([O-])([O-])=O.[K+].[K+].[K+]. The product is [CH3:9][O:8][C:6]([C:5]1[CH:10]=[CH:11][C:2]([C:18]2[CH:19]=[CH:20][C:15]([Cl:14])=[CH:16][CH:17]=2)=[CH:3][C:4]=1[O:12][CH3:13])=[O:7]. The catalyst is O1CCOCC1.CO.C1C=CC(P(C2C=CC=CC=2)[C-]2C=CC=C2)=CC=1.C1C=CC(P(C2C=CC=CC=2)[C-]2C=CC=C2)=CC=1.Cl[Pd]Cl.[Fe+2]. (9) The product is [Cl:33][C:30]1[CH:31]=[CH:32][C:27]([NH:26][C:24](=[O:25])[NH:23][C:20]2[CH:21]=[CH:22][C:17]([N:12]3[CH:11]=[N:10][C:9]4[C:13]3=[N:14][CH:15]=[N:16][C:8]=4[NH:7][C:5]([NH:4][CH2:1][CH2:2][OH:39])=[O:6])=[CH:18][CH:19]=2)=[CH:28][C:29]=1[C:34]([F:37])([F:36])[F:35]. The catalyst is O1CCCC1.O.[Os](=O)(=O)(=O)=O. The reactants are [CH2:1]([NH:4][C:5]([NH:7][C:8]1[N:16]=[CH:15][N:14]=[C:13]2[C:9]=1[N:10]=[CH:11][N:12]2[C:17]1[CH:22]=[CH:21][C:20]([NH:23][C:24]([NH:26][C:27]2[CH:32]=[CH:31][C:30]([Cl:33])=[C:29]([C:34]([F:37])([F:36])[F:35])[CH:28]=2)=[O:25])=[CH:19][CH:18]=1)=[O:6])[CH:2]=C.I([O-])(=O)(=O)=[O:39].[Na+].[BH4-].[Na+]. The yield is 0.130. (10) The reactants are C[O:2][C:3]([C:5]1[CH:6]=[CH:7][C:8]2[O:17][CH2:16][CH2:15][C:14]3[N:10]([N:11]=[C:12]([C:18]4[N:19]([CH2:23][C:24]([F:27])([F:26])[F:25])[N:20]=[CH:21][N:22]=4)[CH:13]=3)[C:9]=2[CH:28]=1)=O.CC(C[AlH]CC(C)C)C.C(C(C(C([O-])=O)O)O)([O-])=O.[K+].[Na+]. The catalyst is C1COCC1.CO. The yield is 1.00. The product is [F:26][C:24]([F:25])([F:27])[CH2:23][N:19]1[C:18]([C:12]2[CH:13]=[C:14]3[N:10]([N:11]=2)[C:9]2[CH:28]=[C:5]([CH2:3][OH:2])[CH:6]=[CH:7][C:8]=2[O:17][CH2:16][CH2:15]3)=[N:22][CH:21]=[N:20]1.